From a dataset of Experimental lipophilicity measurements (octanol/water distribution) for 4,200 compounds from AstraZeneca. Regression/Classification. Given a drug SMILES string, predict its absorption, distribution, metabolism, or excretion properties. Task type varies by dataset: regression for continuous measurements (e.g., permeability, clearance, half-life) or binary classification for categorical outcomes (e.g., BBB penetration, CYP inhibition). For this dataset (lipophilicity_astrazeneca), we predict Y. (1) The drug is CCN(CC)C(=O)c1ccc(C(=C2CCNCC2)c2cccc(C(F)(F)F)c2)cc1. The Y is 1.90 logD. (2) The compound is Nc1nc(-c2ccccc2)nn1Cc1ccccc1. The Y is 1.91 logD. (3) The compound is Fc1ccc2cn[nH]c2c1. The Y is 2.30 logD. (4) The Y is -0.200 logD. The compound is O=C(O)CSCC(=O)Nc1nc(-c2ccc(F)cc2)cs1. (5) The drug is O=C1C(=O)c2cccc([N+](=O)[O-])c2-c2ccccc21. The Y is 2.60 logD. (6) The compound is COC(=O)C1=C(C)NC(C)=C(C(=O)OCC(C)C)C1c1ccccc1[N+](=O)[O-]. The Y is 3.59 logD. (7) The drug is COc1ccc(Cl)cc1C(=O)NCCc1ccc(S(=O)(=O)NC(=O)NC2CCCCC2)cc1. The Y is 2.23 logD.